From a dataset of M1 muscarinic receptor agonist screen with 61,833 compounds. Binary Classification. Given a drug SMILES string, predict its activity (active/inactive) in a high-throughput screening assay against a specified biological target. (1) The drug is Clc1ccc(OCCSc2oc(nn2)c2cc(S(=O)(=O)N(CC)CC)ccc2)cc1. The result is 0 (inactive). (2) The drug is Fc1ccc(Cn2c3c(n(c(=O)n(c3=O)C)C)nc2NCCNC(=O)CCCC)cc1. The result is 0 (inactive). (3) The drug is Brc1oc(C(=O)Nc2ccc(cc2)C(/N)=N/O)cc1. The result is 0 (inactive).